Task: Regression/Classification. Given a drug SMILES string, predict its absorption, distribution, metabolism, or excretion properties. Task type varies by dataset: regression for continuous measurements (e.g., permeability, clearance, half-life) or binary classification for categorical outcomes (e.g., BBB penetration, CYP inhibition). Dataset: cyp3a4_veith.. Dataset: CYP3A4 inhibition data for predicting drug metabolism from PubChem BioAssay (1) The drug is CO[C@H]1COC(=O)[C@H](C)NC(=O)[C@@H](C)COC(=O)[C@H]2CCCN2C(=O)C/C=C\[C@H]1C. The result is 0 (non-inhibitor). (2) The molecule is c1cncc(CNCCN2CCNCC2)c1. The result is 0 (non-inhibitor). (3) The drug is C/C(=N\NC(=O)CC1N=C(Cc2ccccc2)NNC1=O)c1ccc(Cl)cc1Cl. The result is 1 (inhibitor). (4) The drug is COc1nn(C(C)C(=O)N/N=C/c2cccc3ccccc23)cc1[N+](=O)[O-]. The result is 1 (inhibitor). (5) The result is 1 (inhibitor). The drug is Cc1ccc(N=Nc2c(N)n(-c3ccccc3)[nH]c2=O)cc1. (6) The drug is NC(=O)CI. The result is 1 (inhibitor). (7) The drug is Clc1cccc(N2CCNCC2)c1. The result is 0 (non-inhibitor). (8) The compound is OC[C@@H]1O[C@@H](n2cnc3c(N[C@@H]4C[C@@H]5CC[C@H]4C5)ncnc32)[C@@H](O)[C@H]1O. The result is 0 (non-inhibitor). (9) The molecule is Cc1ccc(C)c(-c2cc(C(=O)NCc3cccs3)c3ccccc3n2)c1. The result is 1 (inhibitor).